Predict the reactants needed to synthesize the given product. From a dataset of Full USPTO retrosynthesis dataset with 1.9M reactions from patents (1976-2016). (1) Given the product [NH2:16][C:5]1[CH:4]=[CH:3][C:2]([CH3:1])=[CH:7][C:6]=1[S:8]([CH2:11][C:12]([O:14][CH3:15])=[O:13])(=[O:10])=[O:9], predict the reactants needed to synthesize it. The reactants are: [CH3:1][C:2]1[CH:3]=[CH:4][C:5]([N+:16]([O-])=O)=[C:6]([S:8]([CH2:11][C:12]([O:14][CH3:15])=[O:13])(=[O:10])=[O:9])[CH:7]=1.[H][H]. (2) Given the product [CH3:15][C:14](=[CH2:13])[CH2:16][CH:1]([C:2]1[CH:7]=[CH:6][CH:5]=[CH:4][CH:3]=1)[OH:8], predict the reactants needed to synthesize it. The reactants are: [CH:1](=[O:8])[C:2]1[CH:7]=[CH:6][CH:5]=[CH:4][CH:3]=1.C(O[CH2:13][C:14](=[CH2:16])[CH3:15])(=O)C.O.CCN(CC)CC.CC1C(C)=C(C)C(C)=C(C)C=1C. (3) Given the product [Cl:37][C:38]1[N:42]2[CH:43]=[C:44]([C:19]3[CH:20]=[CH:21][O:63][CH:18]=3)[CH:45]=[C:46]([C:47]([F:49])([F:48])[F:50])[C:41]2=[N:40][C:39]=1[C:56]([N:13]1[CH:11]2[CH2:10][CH2:9][CH:8]1[CH:7]=[C:6]([C:4]1[N:3]=[CH:2][S:1][CH:5]=1)[CH2:12]2)=[O:58], predict the reactants needed to synthesize it. The reactants are: [S:1]1[CH:5]=[C:4]([C:6]2[CH2:12][CH:11]3[NH:13][CH:8]([CH2:9][CH2:10]3)[CH:7]=2)[N:3]=[CH:2]1.C(Cl)CCl.[CH:18]1C=N[C:21]2N(O)N=N[C:20]=2[CH:19]=1.C(N(CC)C(C)C)(C)C.[Cl:37][C:38]1[N:42]2[CH:43]=[C:44](C3OC=CC=3)[CH:45]=[C:46]([C:47]([F:50])([F:49])[F:48])[C:41]2=[N:40][C:39]=1[C:56]([OH:58])=O.CN(C=[O:63])C. (4) Given the product [OH:37][CH2:36][C:35]1[CH:38]=[CH:39][C:32]([NH:31][C:13](=[O:14])[CH2:12][O:11][C:10]2[CH:9]=[C:8]([C@@H:7]([NH:19][C:20](=[O:21])[O:22][C@@H:23]3[CH:28]4[CH2:29][CH2:30][N:25]([CH2:26][CH2:27]4)[CH2:24]3)[C:1]3[CH:2]=[CH:3][CH:4]=[CH:5][CH:6]=3)[CH:18]=[CH:17][CH:16]=2)=[CH:33][CH:34]=1, predict the reactants needed to synthesize it. The reactants are: [C:1]1([C@H:7]([NH:19][C:20]([O:22][C@@H:23]2[CH:28]3[CH2:29][CH2:30][N:25]([CH2:26][CH2:27]3)[CH2:24]2)=[O:21])[C:8]2[CH:9]=[C:10]([CH:16]=[CH:17][CH:18]=2)[O:11][CH2:12][C:13](O)=[O:14])[CH:6]=[CH:5][CH:4]=[CH:3][CH:2]=1.[NH2:31][C:32]1[CH:39]=[CH:38][C:35]([CH2:36][OH:37])=[CH:34][CH:33]=1.